Dataset: Forward reaction prediction with 1.9M reactions from USPTO patents (1976-2016). Task: Predict the product of the given reaction. Given the reactants [NH2:1][C:2]1[CH:7]=[CH:6][C:5]([C:8]2[N:9]=[C:10]([N:20]3[CH2:25][CH2:24][O:23][CH2:22][C@@H:21]3[CH3:26])[C:11]3[CH2:17][CH2:16][N:15]([CH:18]=[O:19])[CH2:14][C:12]=3[N:13]=2)=[CH:4][CH:3]=1.[O:27]1CCOC[CH2:28]1.C(N(CC)CC)C.C(Cl)(Cl)=O.[CH2:44]([CH2:46][NH2:47])[OH:45], predict the reaction product. The product is: [CH:18]([N:15]1[CH2:16][CH2:17][C:11]2[C:10]([N:20]3[CH2:25][CH2:24][O:23][CH2:22][C@@H:21]3[CH3:26])=[N:9][C:8]([C:5]3[CH:4]=[CH:3][C:2]([NH:1][C:28]([NH:47][CH2:46][CH2:44][OH:45])=[O:27])=[CH:7][CH:6]=3)=[N:13][C:12]=2[CH2:14]1)=[O:19].